This data is from Forward reaction prediction with 1.9M reactions from USPTO patents (1976-2016). The task is: Predict the product of the given reaction. (1) Given the reactants [SH:1][CH2:2][CH2:3][CH2:4][CH2:5][CH2:6][CH2:7][OH:8].[H-].[Na+].Br[CH2:12][CH:13]([O:16][CH3:17])[O:14][CH3:15], predict the reaction product. The product is: [CH3:15][O:14][CH:13]([O:16][CH3:17])[CH2:12][S:1][CH2:2][CH2:3][CH2:4][CH2:5][CH2:6][CH2:7][OH:8]. (2) The product is: [F:21][C:14]1[C:15]([F:20])=[C:16]([F:19])[CH:17]=[CH:18][C:13]=1[C:11]1[N:12]=[C:8]([NH2:7])[S:9][CH:10]=1. Given the reactants C(OC(=O)[N:7](CC1C=CC(OC)=CC=1)[C:8]1[S:9][CH:10]=[C:11]([C:13]2[CH:18]=[CH:17][C:16]([F:19])=[C:15]([F:20])[C:14]=2[F:21])[N:12]=1)(C)(C)C, predict the reaction product. (3) Given the reactants Cl[C:2]1[N:11]=[C:10]2[C:5]([CH:6]=[C:7]([C:16]([O:18][CH2:19][CH3:20])=[O:17])[C:8]([C:12]([F:15])([F:14])[F:13])=[N:9]2)=[CH:4][C:3]=1[F:21].C([SnH2][C:27]([O:29]CC)=[CH2:28])CCC.C(OC(C1N=C2C(C=CC=N2)=CC=1)=C)C.S(=O)(=O)(O)O, predict the reaction product. The product is: [C:27]([C:2]1[N:11]=[C:10]2[C:5]([CH:6]=[C:7]([C:16]([O:18][CH2:19][CH3:20])=[O:17])[C:8]([C:12]([F:15])([F:14])[F:13])=[N:9]2)=[CH:4][C:3]=1[F:21])(=[O:29])[CH3:28]. (4) Given the reactants Cl[C:2]1[N:3]=[C:4]([N:17]2[CH2:22][CH2:21][O:20][CH2:19][CH2:18]2)[C:5]2[S:10][C:9]([NH:11][C:12](=[O:16])[CH:13]([CH3:15])[CH3:14])=[CH:8][C:6]=2[N:7]=1.CC1(C)C(C)(C)OB([C:31]2[CH:39]=[CH:38][CH:37]=[C:36]3[C:32]=2[CH:33]=[N:34][NH:35]3)O1, predict the reaction product. The product is: [NH:35]1[C:36]2[C:32](=[C:31]([C:2]3[N:3]=[C:4]([N:17]4[CH2:22][CH2:21][O:20][CH2:19][CH2:18]4)[C:5]4[S:10][C:9]([NH:11][C:12](=[O:16])[CH:13]([CH3:15])[CH3:14])=[CH:8][C:6]=4[N:7]=3)[CH:39]=[CH:38][CH:37]=2)[CH:33]=[N:34]1. (5) Given the reactants [CH3:1][C@@H:2]([OH:71])[C@@H:3]1[NH:27][C:25](=[O:26])[C@H:24]([CH2:28][CH2:29][CH2:30][CH2:31][NH2:32])[NH:23][C:21](=[O:22])[C@@H:20]([CH2:33][C:34]2[C:38]3[CH:39]=[CH:40][CH:41]=[CH:42][C:37]=3[NH:36][CH:35]=2)[NH:19][C:17](=[O:18])[C@H:16]([CH2:43][C:44]2[CH:45]=[CH:46][CH:47]=[CH:48][CH:49]=2)[NH:15][C:13](=[O:14])[C@@H:12]([NH:50][C:51]([C@H:53]([NH2:61])[CH2:54][C:55]2[CH:56]=[CH:57][CH:58]=[CH:59][CH:60]=2)=[O:52])[CH2:11][S:10][S:9][CH2:8][C@@H:7]([C:62]([NH:64][C@@H:65]([C@H:68]([OH:70])[CH3:69])[CH2:66][OH:67])=[O:63])[NH:6][C:4]1=[O:5].CC(O)=O.[Na], predict the reaction product. The product is: [CH3:1][C@@H:2]([OH:71])[C@@H:3]1[NH:27][C:25](=[O:26])[C@H:24]([CH2:28][CH2:29][CH2:30][CH2:31][NH2:32])[NH:23][C:21](=[O:22])[C@@H:20]([CH2:33][C:34]2[C:38]3[CH:39]=[CH:40][CH:41]=[CH:42][C:37]=3[NH:36][CH:35]=2)[NH:19][C:17](=[O:18])[C@H:16]([CH2:43][C:44]2[CH:49]=[CH:48][CH:47]=[CH:46][CH:45]=2)[NH:15][C:13](=[O:14])[C@@H:12]([NH:50][C:51]([C@H:53]([NH2:61])[CH2:54][C:55]2[CH:60]=[CH:59][CH:58]=[CH:57][CH:56]=2)=[O:52])[CH2:11][S:10][S:9][CH2:8][C@@H:7]([C:62]([NH:64][C@@H:65]([C@H:68]([OH:70])[CH3:69])[CH2:66][OH:67])=[O:63])[NH:6][C:4]1=[O:5]. (6) The product is: [F:27][C:11]1[C:10]([CH2:9][OH:8])=[CH:15][CH:14]=[CH:13][C:12]=1[N:16]1[CH2:17][CH:18]([O:20][CH:21]2[CH2:22][CH2:23][N:24]([C:29]3[CH:30]=[CH:31][C:32]([C:35]([O:37][CH3:38])=[O:36])=[N:33][CH:34]=3)[CH2:25][CH2:26]2)[CH2:19]1. Given the reactants [Si]([O:8][CH2:9][C:10]1[C:11]([F:27])=[C:12]([N:16]2[CH2:19][CH:18]([O:20][CH:21]3[CH2:26][CH2:25][NH:24][CH2:23][CH2:22]3)[CH2:17]2)[CH:13]=[CH:14][CH:15]=1)(C(C)(C)C)(C)C.Br[C:29]1[CH:30]=[CH:31][C:32]([C:35]([O:37][CH3:38])=[O:36])=[N:33][CH:34]=1.C1(P(C2CCCCC2)C2C=CC=CC=2C2C(C(C)C)=CC(C(C)C)=CC=2C(C)C)CCCCC1.P([O-])([O-])([O-])=O.[K+].[K+].[K+].CCCC[N+](CCCC)(CCCC)CCCC.[F-].C1COCC1.[Cl-].[NH4+], predict the reaction product. (7) The product is: [CH3:35][N:12]([CH2:13][C:14]1[C:22]2[C:17](=[CH:18][CH:19]=[C:20]([N:23]3[CH2:24][CH2:25][CH2:26][CH2:27][CH2:28]3)[CH:21]=2)[NH:16][N:15]=1)[CH2:11][CH2:10][NH:2][CH3:1]. Given the reactants [CH3:1][N:2]([CH2:10][CH2:11][N:12]([CH3:35])[CH2:13][C:14]1[C:22]2[C:17](=[CH:18][CH:19]=[C:20]([N:23]3[CH2:28][CH2:27][CH2:26][CH2:25][CH2:24]3)[CH:21]=2)[N:16](C2CCCCO2)[N:15]=1)C(=O)OC(C)(C)C.Cl, predict the reaction product. (8) Given the reactants C(OC([N:8]1[CH2:14][CH2:13][C:12]2[C:15]([S:20][CH2:21][CH2:22][OH:23])=[C:16]([Cl:19])[CH:17]=[CH:18][C:11]=2[CH2:10][CH2:9]1)=O)(C)(C)C.C(N(CC)CC)C.[CH3:31][C:32]([CH3:37])([CH3:36])[C:33](Cl)=[O:34], predict the reaction product. The product is: [ClH:19].[Cl:19][C:16]1[CH:17]=[CH:18][C:11]2[CH2:10][CH2:9][NH:8][CH2:14][CH2:13][C:12]=2[C:15]=1[S:20][CH2:21][CH2:22][O:23][C:33](=[O:34])[C:32]([CH3:37])([CH3:36])[CH3:31].